From a dataset of NCI-60 drug combinations with 297,098 pairs across 59 cell lines. Regression. Given two drug SMILES strings and cell line genomic features, predict the synergy score measuring deviation from expected non-interaction effect. (1) Drug 1: CCC1(CC2CC(C3=C(CCN(C2)C1)C4=CC=CC=C4N3)(C5=C(C=C6C(=C5)C78CCN9C7C(C=CC9)(C(C(C8N6C=O)(C(=O)OC)O)OC(=O)C)CC)OC)C(=O)OC)O.OS(=O)(=O)O. Drug 2: CCC1=C2CN3C(=CC4=C(C3=O)COC(=O)C4(CC)O)C2=NC5=C1C=C(C=C5)O. Cell line: BT-549. Synergy scores: CSS=39.3, Synergy_ZIP=-6.03, Synergy_Bliss=-5.13, Synergy_Loewe=-3.65, Synergy_HSA=-2.56. (2) Drug 1: CNC(=O)C1=NC=CC(=C1)OC2=CC=C(C=C2)NC(=O)NC3=CC(=C(C=C3)Cl)C(F)(F)F. Drug 2: CN(C(=O)NC(C=O)C(C(C(CO)O)O)O)N=O. Cell line: T-47D. Synergy scores: CSS=0.0975, Synergy_ZIP=1.05, Synergy_Bliss=3.00, Synergy_Loewe=1.11, Synergy_HSA=0.419. (3) Drug 1: COCCOC1=C(C=C2C(=C1)C(=NC=N2)NC3=CC=CC(=C3)C#C)OCCOC.Cl. Drug 2: B(C(CC(C)C)NC(=O)C(CC1=CC=CC=C1)NC(=O)C2=NC=CN=C2)(O)O. Cell line: A498. Synergy scores: CSS=73.1, Synergy_ZIP=19.6, Synergy_Bliss=17.9, Synergy_Loewe=18.4, Synergy_HSA=18.8. (4) Cell line: HCT116. Drug 2: COCCOC1=C(C=C2C(=C1)C(=NC=N2)NC3=CC=CC(=C3)C#C)OCCOC. Drug 1: CN(CC1=CN=C2C(=N1)C(=NC(=N2)N)N)C3=CC=C(C=C3)C(=O)NC(CCC(=O)O)C(=O)O. Synergy scores: CSS=60.0, Synergy_ZIP=-2.44, Synergy_Bliss=-5.79, Synergy_Loewe=-8.80, Synergy_HSA=-4.27. (5) Drug 1: CS(=O)(=O)OCCCCOS(=O)(=O)C. Drug 2: CCC1(C2=C(COC1=O)C(=O)N3CC4=CC5=C(C=CC(=C5CN(C)C)O)N=C4C3=C2)O.Cl. Cell line: U251. Synergy scores: CSS=41.2, Synergy_ZIP=-1.68, Synergy_Bliss=-1.09, Synergy_Loewe=-11.9, Synergy_HSA=0.261. (6) Drug 1: C1=CC(=C2C(=C1NCCNCCO)C(=O)C3=C(C=CC(=C3C2=O)O)O)NCCNCCO. Drug 2: C1=NC(=NC(=O)N1C2C(C(C(O2)CO)O)O)N. Cell line: MCF7. Synergy scores: CSS=34.2, Synergy_ZIP=1.78, Synergy_Bliss=2.07, Synergy_Loewe=-7.74, Synergy_HSA=2.63. (7) Drug 1: CC1=C2C(C(=O)C3(C(CC4C(C3C(C(C2(C)C)(CC1OC(=O)C(C(C5=CC=CC=C5)NC(=O)C6=CC=CC=C6)O)O)OC(=O)C7=CC=CC=C7)(CO4)OC(=O)C)O)C)OC(=O)C. Drug 2: COCCOC1=C(C=C2C(=C1)C(=NC=N2)NC3=CC=CC(=C3)C#C)OCCOC.Cl. Cell line: HL-60(TB). Synergy scores: CSS=66.2, Synergy_ZIP=5.42, Synergy_Bliss=5.40, Synergy_Loewe=-31.2, Synergy_HSA=7.07. (8) Drug 1: C1=CC(=CC=C1CCC2=CNC3=C2C(=O)NC(=N3)N)C(=O)NC(CCC(=O)O)C(=O)O. Drug 2: C1CC(=O)NC(=O)C1N2C(=O)C3=CC=CC=C3C2=O. Cell line: SK-MEL-28. Synergy scores: CSS=11.6, Synergy_ZIP=2.13, Synergy_Bliss=0.484, Synergy_Loewe=-9.50, Synergy_HSA=0.270. (9) Drug 1: CC(CN1CC(=O)NC(=O)C1)N2CC(=O)NC(=O)C2. Drug 2: CCC1(CC2CC(C3=C(CCN(C2)C1)C4=CC=CC=C4N3)(C5=C(C=C6C(=C5)C78CCN9C7C(C=CC9)(C(C(C8N6C)(C(=O)OC)O)OC(=O)C)CC)OC)C(=O)OC)O.OS(=O)(=O)O. Cell line: NCI-H322M. Synergy scores: CSS=20.3, Synergy_ZIP=-3.78, Synergy_Bliss=-1.09, Synergy_Loewe=-17.7, Synergy_HSA=-0.803. (10) Drug 1: C(=O)(N)NO. Drug 2: CC(C)NC(=O)C1=CC=C(C=C1)CNNC.Cl. Cell line: EKVX. Synergy scores: CSS=-1.65, Synergy_ZIP=0.175, Synergy_Bliss=-2.70, Synergy_Loewe=-3.52, Synergy_HSA=-3.69.